Predict the reaction yield, written as a fraction of the theoretical maximum amount of product (1.0 means a 100% yield; for example, 0.34 means a 34% yield). From a dataset of Reaction yield outcomes from USPTO patents with 853,638 reactions. The catalyst is O1CCOCC1.O. The product is [F:12][C:11]([F:14])([F:13])[C:10]1[C:3]2[C:4](=[N:5][CH:6]=[CH:7][C:2]=2[C:17]2[CH:16]=[N:15][C:24]3[C:19]([CH:18]=2)=[CH:20][CH:21]=[CH:22][CH:23]=3)[NH:8][N:9]=1. The yield is 0.330. The reactants are Cl[C:2]1[CH:7]=[CH:6][N:5]=[C:4]2[NH:8][N:9]=[C:10]([C:11]([F:14])([F:13])[F:12])[C:3]=12.[N:15]1[C:24]2[C:19](=[CH:20][CH:21]=[CH:22][CH:23]=2)[CH:18]=[C:17](B(O)O)[CH:16]=1.C(=O)([O-])[O-].[Na+].[Na+].C(OCC)(=O)C.